Dataset: Full USPTO retrosynthesis dataset with 1.9M reactions from patents (1976-2016). Task: Predict the reactants needed to synthesize the given product. (1) Given the product [NH:31]1[C:32]2[C:37](=[CH:36][CH:35]=[CH:34][CH:33]=2)[C:29]([C:11]2[NH:10][CH:14]=[C:13]([C:15]([C:17]3[CH:22]=[C:21]([O:23][CH3:24])[C:20]([O:25][CH3:26])=[C:19]([O:27][CH3:28])[CH:18]=3)=[O:16])[N:12]=2)=[CH:30]1, predict the reactants needed to synthesize it. The reactants are: C1(S([N:10]2[CH:14]=[C:13]([C:15]([C:17]3[CH:22]=[C:21]([O:23][CH3:24])[C:20]([O:25][CH3:26])=[C:19]([O:27][CH3:28])[CH:18]=3)=[O:16])[N:12]=[C:11]2[C:29]2[C:37]3[C:32](=[CH:33][CH:34]=[CH:35][CH:36]=3)[N:31](S(C3C=CC=CC=3)(=O)=O)[CH:30]=2)(=O)=O)C=CC=CC=1.[OH-].[Na+]. (2) The reactants are: [CH:1]1[N:5]2[C:6]3[CH:15]=[CH:14][CH:13]=[CH:12][C:7]=3[CH2:8][CH2:9][C@@H:10]([NH2:11])[C:4]2=[N:3][CH:2]=1.[C:16]([O:20][C:21]([NH:23][C:24]1([C:27](O)=[O:28])[CH2:26][CH2:25]1)=[O:22])([CH3:19])([CH3:18])[CH3:17].ON1C2C=CC=CC=2N=N1.Cl.CN(C)CCCN=C=NCC.C(N(C(C)C)CC)(C)C. Given the product [CH:1]1[N:5]2[C:6]3[CH:15]=[CH:14][CH:13]=[CH:12][C:7]=3[CH2:8][CH2:9][C@@H:10]([NH:11][C:27]([C:24]3([NH:23][C:21](=[O:22])[O:20][C:16]([CH3:18])([CH3:17])[CH3:19])[CH2:26][CH2:25]3)=[O:28])[C:4]2=[N:3][CH:2]=1, predict the reactants needed to synthesize it.